From a dataset of Full USPTO retrosynthesis dataset with 1.9M reactions from patents (1976-2016). Predict the reactants needed to synthesize the given product. (1) Given the product [F:1][C:2]1[CH:10]=[C:9]([C:11]2[CH:12]=[CH:13][C:14]3[O:18][C:17]([CH:19]4[CH2:24][CH2:23][N:22]([S:29]([CH2:26][CH2:27][CH3:28])(=[O:31])=[O:30])[CH2:21][CH2:20]4)=[N:16][C:15]=3[CH:25]=2)[CH:8]=[CH:7][C:3]=1[C:4]([NH2:6])=[O:5], predict the reactants needed to synthesize it. The reactants are: [F:1][C:2]1[CH:10]=[C:9]([C:11]2[CH:12]=[CH:13][C:14]3[O:18][C:17]([CH:19]4[CH2:24][CH2:23][NH:22][CH2:21][CH2:20]4)=[N:16][C:15]=3[CH:25]=2)[CH:8]=[CH:7][C:3]=1[C:4]([NH2:6])=[O:5].[CH2:26]([S:29](Cl)(=[O:31])=[O:30])[CH2:27][CH3:28].C(Cl)Cl.O. (2) Given the product [F:8][C:7]1[CH:6]=[CH:5][C:4]([C@:9]23[CH2:17][C@H:16]([OH:18])[CH2:15][C@H:14]2[CH2:13][S:12][C:11]([NH:19][C:20](=[O:27])[C:21]2[CH:26]=[CH:25][CH:24]=[CH:23][CH:22]=2)=[N:10]3)=[CH:3][C:2]=1[C:35]1[CH:36]=[N:31][CH:32]=[N:33][CH:34]=1, predict the reactants needed to synthesize it. The reactants are: Br[C:2]1[CH:3]=[C:4]([C@:9]23[CH2:17][C@H:16]([OH:18])[CH2:15][C@H:14]2[CH2:13][S:12][C:11]([NH:19][C:20](=[O:27])[C:21]2[CH:26]=[CH:25][CH:24]=[CH:23][CH:22]=2)=[N:10]3)[CH:5]=[CH:6][C:7]=1[F:8].C(O)C.[N:31]1[CH:36]=[C:35](B(O)O)[CH:34]=[N:33][CH:32]=1.C(=O)([O-])[O-].[Cs+].[Cs+]. (3) Given the product [C:23]([O:27][C:28](=[O:33])[NH:29][CH2:30][CH2:31][NH:32][C:3]1[N:12]=[C:11]([N:13]([C:15]2[CH:20]=[CH:19][C:18]([O:21][CH3:22])=[CH:17][CH:16]=2)[CH3:14])[C:10]2[C:5](=[CH:6][CH:7]=[CH:8][CH:9]=2)[N:4]=1)([CH3:26])([CH3:24])[CH3:25], predict the reactants needed to synthesize it. The reactants are: Cl.Cl[C:3]1[N:12]=[C:11]([N:13]([C:15]2[CH:20]=[CH:19][C:18]([O:21][CH3:22])=[CH:17][CH:16]=2)[CH3:14])[C:10]2[C:5](=[CH:6][CH:7]=[CH:8][CH:9]=2)[N:4]=1.[C:23]([O:27][C:28](=[O:33])[NH:29][CH2:30][CH2:31][NH2:32])([CH3:26])([CH3:25])[CH3:24].CCN(CC)CC.CO.C(Cl)Cl.